This data is from Forward reaction prediction with 1.9M reactions from USPTO patents (1976-2016). The task is: Predict the product of the given reaction. (1) Given the reactants N1C2C(=CC=CC=2)C=CC=1.[CH3:11][CH:12]([CH2:21]/[CH:22]=[CH:23]\[CH2:24][CH2:25][CH3:26])[CH2:13][CH:14]([OH:20])[C:15]#[C:16][CH:17]([OH:19])[CH3:18], predict the reaction product. The product is: [CH3:11][CH:12]([CH2:21]/[CH:22]=[CH:23]\[CH2:24][CH2:25][CH3:26])[CH2:13][CH:14]([OH:20])[CH2:15][CH2:16][CH:17]([OH:19])[CH3:18]. (2) Given the reactants [CH2:1](O[C:3]1C=CC(C(O)=O)=[CH:7][C:2]=1[C:1](C)(C)C)[C:2]1[CH:7]=CC=C[CH:3]=1.[OH:22][C:23]1[CH:32]=[CH:31][CH:30]=[C:29]2[C:24]=1[CH:25]=[CH:26][CH:27]=[C:28]2[C:33]([OH:35])=[O:34], predict the reaction product. The product is: [C:2]([O:34][C:33]([C:28]1[C:29]2[C:24](=[C:23]([OH:22])[CH:32]=[CH:31][CH:30]=2)[CH:25]=[CH:26][CH:27]=1)=[O:35])([CH3:7])([CH3:3])[CH3:1]. (3) Given the reactants [OH:1][CH2:2][C@@H:3]1[CH2:7][C@H:6]([NH:8][C:9]([C:11]2[C:19]3[C:14](=[CH:15][CH:16]=[CH:17][CH:18]=3)[N:13]([CH:20]([CH3:22])[CH3:21])[N:12]=2)=[O:10])[CH2:5][N:4]1[C:23]([O:25][C:26]([CH3:29])([CH3:28])[CH3:27])=[O:24].[H-].[Na+].C1OCCOCCOCCOCCOCCOC1.Br[CH2:51][C:52]([O:54][CH2:55][CH3:56])=[O:53], predict the reaction product. The product is: [CH2:55]([O:54][C:52](=[O:53])[CH2:51][O:1][CH2:2][C@@H:3]1[CH2:7][C@H:6]([NH:8][C:9]([C:11]2[C:19]3[C:14](=[CH:15][CH:16]=[CH:17][CH:18]=3)[N:13]([CH:20]([CH3:21])[CH3:22])[N:12]=2)=[O:10])[CH2:5][N:4]1[C:23]([O:25][C:26]([CH3:27])([CH3:29])[CH3:28])=[O:24])[CH3:56]. (4) Given the reactants Cl[CH2:2][C:3]1[S:7]/[C:6](=[N:8]\[C:9](=[O:11])[CH3:10])/[N:5]([C:12]2[CH:22]=[CH:21][C:15]3[O:16][C:17]([F:20])([F:19])[O:18][C:14]=3[CH:13]=2)[CH:4]=1.[NH:23]1[CH2:27][CH2:26][CH2:25][CH2:24]1, predict the reaction product. The product is: [F:19][C:17]1([F:20])[O:16][C:15]2[CH:21]=[CH:22][C:12]([N:5]3[CH:4]=[C:3]([CH2:2][N:23]4[CH2:27][CH2:26][CH2:25][CH2:24]4)[S:7]/[C:6]/3=[N:8]\[C:9](=[O:11])[CH3:10])=[CH:13][C:14]=2[O:18]1.